This data is from Catalyst prediction with 721,799 reactions and 888 catalyst types from USPTO. The task is: Predict which catalyst facilitates the given reaction. (1) Reactant: [C:1](OC(=O)C)(=[O:3])[CH3:2].[CH3:8][O:9][C:10]1[CH:11]=[C:12]([C:17]([F:20])([F:19])[F:18])[CH:13]=[C:14]([CH:16]=1)[NH2:15].CCCCCC. Product: [CH3:8][O:9][C:10]1[CH:11]=[C:12]([C:17]([F:18])([F:19])[F:20])[CH:13]=[C:14]([NH:15][C:1](=[O:3])[CH3:2])[CH:16]=1. The catalyst class is: 11. (2) Reactant: [C:1]([C:3]1[C:11]2[C:6](=[CH:7][CH:8]=[C:9]([CH2:12][CH2:13][N:14]=[N+]=[N-])[CH:10]=2)[NH:5][CH:4]=1)#[N:2].C1(P(C2C=CC=CC=2)C2C=CC=CC=2)C=CC=CC=1. Product: [C:1]([C:3]1[C:11]2[C:6](=[CH:7][CH:8]=[C:9]([CH2:12][CH2:13][NH2:14])[CH:10]=2)[NH:5][CH:4]=1)#[N:2]. The catalyst class is: 1.